This data is from Peptide-MHC class I binding affinity with 185,985 pairs from IEDB/IMGT. The task is: Regression. Given a peptide amino acid sequence and an MHC pseudo amino acid sequence, predict their binding affinity value. This is MHC class I binding data. (1) The peptide sequence is YHSQGSWYK. The MHC is HLA-B18:01 with pseudo-sequence HLA-B18:01. The binding affinity (normalized) is 0.0847. (2) The peptide sequence is ALVEICTEM. The MHC is HLA-B54:01 with pseudo-sequence HLA-B54:01. The binding affinity (normalized) is 0.0532. (3) The peptide sequence is ELRSLYNTV. The MHC is HLA-A26:01 with pseudo-sequence HLA-A26:01. The binding affinity (normalized) is 0.